From a dataset of Reaction yield outcomes from USPTO patents with 853,638 reactions. Predict the reaction yield, written as a fraction of the theoretical maximum amount of product (1.0 means a 100% yield; for example, 0.34 means a 34% yield). (1) The reactants are Br[C:2]1[CH:3]=[N:4][CH:5]=[C:6]2[C:11]=1[N:10]=[C:9]([C:12]([OH:14])=[O:13])[CH:8]=[CH:7]2.[CH3:15][N:16]1[CH:20]=[C:19]([C:21]2[CH:26]=[CH:25][C:24](B3OC(C)(C)C(C)(C)O3)=[CH:23][CH:22]=2)[CH:18]=[N:17]1.C(=O)([O-])[O-].[Na+].[Na+]. The catalyst is C1C=CC(P(C2C=CC=CC=2)[C-]2C=CC=C2)=CC=1.C1C=CC(P(C2C=CC=CC=2)[C-]2C=CC=C2)=CC=1.Cl[Pd]Cl.[Fe+2].C(Cl)Cl.C(#N)C. The product is [CH3:15][N:16]1[CH:20]=[C:19]([C:21]2[CH:22]=[CH:23][C:24]([C:2]3[CH:3]=[N:4][CH:5]=[C:6]4[C:11]=3[N:10]=[C:9]([C:12]([OH:14])=[O:13])[CH:8]=[CH:7]4)=[CH:25][CH:26]=2)[CH:18]=[N:17]1. The yield is 0.920. (2) The reactants are [Br:1][C:2]1[CH:3]=[C:4]2[C:15](=[CH:16][CH:17]=1)[O:14][C:7]1([CH2:12][CH2:11][C:10](=[O:13])[CH2:9][CH2:8]1)[CH2:6][C:5]2=[O:18].[BH4-].[Na+]. The product is [Br:1][C:2]1[CH:3]=[C:4]2[C:15](=[CH:16][CH:17]=1)[O:14][C:7]1([CH2:8][CH2:9][CH:10]([OH:13])[CH2:11][CH2:12]1)[CH2:6][C:5]2=[O:18]. The catalyst is C1COCC1. The yield is 0.240.